From a dataset of NCI-60 drug combinations with 297,098 pairs across 59 cell lines. Regression. Given two drug SMILES strings and cell line genomic features, predict the synergy score measuring deviation from expected non-interaction effect. (1) Drug 1: CS(=O)(=O)CCNCC1=CC=C(O1)C2=CC3=C(C=C2)N=CN=C3NC4=CC(=C(C=C4)OCC5=CC(=CC=C5)F)Cl. Drug 2: CC(C)NC(=O)C1=CC=C(C=C1)CNNC.Cl. Cell line: SN12C. Synergy scores: CSS=-0.320, Synergy_ZIP=-0.0238, Synergy_Bliss=0.566, Synergy_Loewe=-3.30, Synergy_HSA=-2.21. (2) Drug 1: CCCS(=O)(=O)NC1=C(C(=C(C=C1)F)C(=O)C2=CNC3=C2C=C(C=N3)C4=CC=C(C=C4)Cl)F. Drug 2: CN(C(=O)NC(C=O)C(C(C(CO)O)O)O)N=O. Cell line: NCI-H460. Synergy scores: CSS=-4.48, Synergy_ZIP=0.833, Synergy_Bliss=-1.50, Synergy_Loewe=-3.06, Synergy_HSA=-3.24. (3) Drug 1: C1=NC2=C(N=C(N=C2N1C3C(C(C(O3)CO)O)O)F)N. Drug 2: CCCCCOC(=O)NC1=NC(=O)N(C=C1F)C2C(C(C(O2)C)O)O. Cell line: HOP-62. Synergy scores: CSS=4.78, Synergy_ZIP=-0.554, Synergy_Bliss=-5.64, Synergy_Loewe=-2.37, Synergy_HSA=-2.85. (4) Drug 1: CC1CCC2CC(C(=CC=CC=CC(CC(C(=O)C(C(C(=CC(C(=O)CC(OC(=O)C3CCCCN3C(=O)C(=O)C1(O2)O)C(C)CC4CCC(C(C4)OC)OCCO)C)C)O)OC)C)C)C)OC. Drug 2: COCCOC1=C(C=C2C(=C1)C(=NC=N2)NC3=CC=CC(=C3)C#C)OCCOC.Cl. Cell line: NCI-H226. Synergy scores: CSS=3.65, Synergy_ZIP=-1.46, Synergy_Bliss=-1.70, Synergy_Loewe=-2.32, Synergy_HSA=-1.77. (5) Drug 1: C(=O)(N)NO. Drug 2: CC1C(C(CC(O1)OC2CC(CC3=C2C(=C4C(=C3O)C(=O)C5=CC=CC=C5C4=O)O)(C(=O)C)O)N)O. Cell line: MOLT-4. Synergy scores: CSS=41.0, Synergy_ZIP=0.159, Synergy_Bliss=-1.22, Synergy_Loewe=-34.2, Synergy_HSA=-1.03. (6) Drug 1: C1C(C(OC1N2C=NC3=C(N=C(N=C32)Cl)N)CO)O. Drug 2: C1=CC=C(C=C1)NC(=O)CCCCCCC(=O)NO. Cell line: OVCAR-5. Synergy scores: CSS=50.3, Synergy_ZIP=-5.63, Synergy_Bliss=-1.36, Synergy_Loewe=-2.65, Synergy_HSA=0.0787. (7) Drug 1: C(CN)CNCCSP(=O)(O)O. Drug 2: CC1C(C(CC(O1)OC2CC(CC3=C2C(=C4C(=C3O)C(=O)C5=CC=CC=C5C4=O)O)(C(=O)C)O)N)O. Cell line: A549. Synergy scores: CSS=54.5, Synergy_ZIP=0.239, Synergy_Bliss=0.755, Synergy_Loewe=-57.9, Synergy_HSA=0.712.